This data is from NCI-60 drug combinations with 297,098 pairs across 59 cell lines. The task is: Regression. Given two drug SMILES strings and cell line genomic features, predict the synergy score measuring deviation from expected non-interaction effect. (1) Drug 1: CCC(=C(C1=CC=CC=C1)C2=CC=C(C=C2)OCCN(C)C)C3=CC=CC=C3.C(C(=O)O)C(CC(=O)O)(C(=O)O)O. Drug 2: C1=NC2=C(N=C(N=C2N1C3C(C(C(O3)CO)O)F)Cl)N. Cell line: NCI-H322M. Synergy scores: CSS=-4.82, Synergy_ZIP=-0.633, Synergy_Bliss=-8.69, Synergy_Loewe=-6.84, Synergy_HSA=-9.52. (2) Cell line: SNB-19. Drug 1: C#CCC(CC1=CN=C2C(=N1)C(=NC(=N2)N)N)C3=CC=C(C=C3)C(=O)NC(CCC(=O)O)C(=O)O. Drug 2: CN(CCCl)CCCl.Cl. Synergy scores: CSS=23.9, Synergy_ZIP=-5.09, Synergy_Bliss=2.48, Synergy_Loewe=-0.874, Synergy_HSA=-1.28. (3) Drug 1: CNC(=O)C1=NC=CC(=C1)OC2=CC=C(C=C2)NC(=O)NC3=CC(=C(C=C3)Cl)C(F)(F)F. Drug 2: CN(CCCl)CCCl.Cl. Cell line: SN12C. Synergy scores: CSS=17.9, Synergy_ZIP=0.194, Synergy_Bliss=-2.12, Synergy_Loewe=-30.1, Synergy_HSA=-5.80. (4) Drug 1: C1=CC(=C(C=C1I)F)NC2=C(C=CC(=C2F)F)C(=O)NOCC(CO)O. Drug 2: B(C(CC(C)C)NC(=O)C(CC1=CC=CC=C1)NC(=O)C2=NC=CN=C2)(O)O. Cell line: SW-620. Synergy scores: CSS=76.5, Synergy_ZIP=0.280, Synergy_Bliss=-0.644, Synergy_Loewe=-2.11, Synergy_HSA=1.21. (5) Drug 1: COC1=NC(=NC2=C1N=CN2C3C(C(C(O3)CO)O)O)N. Drug 2: C1=NC2=C(N=C(N=C2N1C3C(C(C(O3)CO)O)F)Cl)N. Cell line: HS 578T. Synergy scores: CSS=1.96, Synergy_ZIP=-0.0448, Synergy_Bliss=-8.98, Synergy_Loewe=-13.4, Synergy_HSA=-4.95. (6) Drug 1: CC1OCC2C(O1)C(C(C(O2)OC3C4COC(=O)C4C(C5=CC6=C(C=C35)OCO6)C7=CC(=C(C(=C7)OC)O)OC)O)O. Drug 2: CC1=C(C(=O)C2=C(C1=O)N3CC4C(C3(C2COC(=O)N)OC)N4)N. Cell line: 786-0. Synergy scores: CSS=56.2, Synergy_ZIP=-4.17, Synergy_Bliss=3.00, Synergy_Loewe=5.21, Synergy_HSA=5.74. (7) Drug 1: CCN(CC)CCNC(=O)C1=C(NC(=C1C)C=C2C3=C(C=CC(=C3)F)NC2=O)C. Drug 2: CC1=C(C(=O)C2=C(C1=O)N3CC4C(C3(C2COC(=O)N)OC)N4)N. Cell line: CCRF-CEM. Synergy scores: CSS=53.6, Synergy_ZIP=-2.38, Synergy_Bliss=-4.31, Synergy_Loewe=-5.29, Synergy_HSA=-0.181. (8) Drug 1: C1=CC(=CC=C1CCCC(=O)O)N(CCCl)CCCl. Drug 2: CN1C2=C(C=C(C=C2)N(CCCl)CCCl)N=C1CCCC(=O)O.Cl. Cell line: LOX IMVI. Synergy scores: CSS=5.86, Synergy_ZIP=-12.3, Synergy_Bliss=-17.4, Synergy_Loewe=-15.4, Synergy_HSA=-13.8. (9) Drug 1: C1=CC(=CC=C1CCC2=CNC3=C2C(=O)NC(=N3)N)C(=O)NC(CCC(=O)O)C(=O)O. Drug 2: C1=NC2=C(N1)C(=S)N=C(N2)N. Cell line: SR. Synergy scores: CSS=78.1, Synergy_ZIP=0.530, Synergy_Bliss=-0.179, Synergy_Loewe=0.290, Synergy_HSA=3.21.